This data is from Peptide-MHC class I binding affinity with 185,985 pairs from IEDB/IMGT. The task is: Regression. Given a peptide amino acid sequence and an MHC pseudo amino acid sequence, predict their binding affinity value. This is MHC class I binding data. (1) The peptide sequence is RARIKTRLF. The MHC is HLA-B40:01 with pseudo-sequence HLA-B40:01. The binding affinity (normalized) is 0.0847. (2) The peptide sequence is KLFIRQEEV. The MHC is HLA-B07:02 with pseudo-sequence HLA-B07:02. The binding affinity (normalized) is 0.0847. (3) The peptide sequence is LPVWLAYRV. The MHC is HLA-B53:01 with pseudo-sequence HLA-B53:01. The binding affinity (normalized) is 0.510. (4) The peptide sequence is WEMRAGREI. The MHC is HLA-C04:01 with pseudo-sequence HLA-C04:01. The binding affinity (normalized) is 0.213. (5) The peptide sequence is YAAQGYKVL. The MHC is Patr-A0701 with pseudo-sequence Patr-A0701. The binding affinity (normalized) is 0. (6) The peptide sequence is IIMAINVFT. The MHC is HLA-A02:06 with pseudo-sequence HLA-A02:06. The binding affinity (normalized) is 0.785.